This data is from Reaction yield outcomes from USPTO patents with 853,638 reactions. The task is: Predict the reaction yield, written as a fraction of the theoretical maximum amount of product (1.0 means a 100% yield; for example, 0.34 means a 34% yield). (1) The reactants are [C:1]([O:5][C:6]([N:8]1[CH2:16][C:15]2[C:10](=[CH:11][C:12]([C:18]3[CH2:19][CH2:20][O:21][CH2:22][CH:23]=3)=[C:13]([Cl:17])[CH:14]=2)[CH2:9]1)=[O:7])([CH3:4])([CH3:3])[CH3:2]. The catalyst is CO.[Pt](=O)=O. The product is [C:1]([O:5][C:6]([N:8]1[CH2:16][C:15]2[C:10](=[CH:11][C:12]([CH:18]3[CH2:19][CH2:20][O:21][CH2:22][CH2:23]3)=[C:13]([Cl:17])[CH:14]=2)[CH2:9]1)=[O:7])([CH3:4])([CH3:2])[CH3:3]. The yield is 0.380. (2) The reactants are Cl[CH2:2][C:3]1[NH:4][C:5]2[CH:11]=[CH:10][CH:9]=[CH:8][C:6]=2[N:7]=1.[C:12]([O:16][C:17](=[O:24])[NH:18][CH2:19][CH2:20][CH2:21][CH2:22][NH2:23])([CH3:15])([CH3:14])[CH3:13].CCN(C(C)C)C(C)C. The catalyst is CC#N. The product is [C:12]([O:16][C:17](=[O:24])[NH:18][CH2:19][CH2:20][CH2:21][CH2:22][NH:23][CH2:2][C:3]1[NH:4][C:5]2[CH:11]=[CH:10][CH:9]=[CH:8][C:6]=2[N:7]=1)([CH3:15])([CH3:13])[CH3:14]. The yield is 0.440. (3) The reactants are [O:1]=[C:2]1[NH:7][CH2:6][CH2:5][N:4]([C:8]([O:10][C:11]([CH3:14])([CH3:13])[CH3:12])=[O:9])[CH2:3]1.Cl[C:16]1[CH:21]=[CH:20][C:19]([N+:22]([O-:24])=[O:23])=[C:18]([O:25][CH3:26])[CH:17]=1.C(=O)([O-])[O-].[Cs+].[Cs+]. The catalyst is C(O[Pd]OC(=O)C)(=O)C.CC1(C)C2C=CC=C(P(C3C=CC=CC=3)C3C=CC=CC=3)C=2OC2C1=CC=CC=2P(C1C=CC=CC=1)C1C=CC=CC=1. The product is [CH3:26][O:25][C:18]1[CH:17]=[C:16]([N:7]2[CH2:6][CH2:5][N:4]([C:8]([O:10][C:11]([CH3:14])([CH3:13])[CH3:12])=[O:9])[CH2:3][C:2]2=[O:1])[CH:21]=[CH:20][C:19]=1[N+:22]([O-:24])=[O:23]. The yield is 0.680. (4) The reactants are [CH3:1][O:2][C:3]1[CH:4]=[C:5]([NH:15][C:16](=[O:30])[C@H:17]([NH:22]C(=O)OC(C)(C)C)[CH2:18][CH:19]([CH3:21])[CH3:20])[CH:6]=[CH:7][C:8]=1[C:9]1[CH:14]=[CH:13][N:12]=[N:11][CH:10]=1.C(O)(C(F)(F)F)=O. The catalyst is C(Cl)Cl. The product is [NH2:22][C@H:17]([CH2:18][CH:19]([CH3:21])[CH3:20])[C:16]([NH:15][C:5]1[CH:6]=[CH:7][C:8]([C:9]2[CH:14]=[CH:13][N:12]=[N:11][CH:10]=2)=[C:3]([O:2][CH3:1])[CH:4]=1)=[O:30]. The yield is 0.180. (5) The reactants are [CH2:1]([O:5][C:6]([C:8]1[N:9]=[C:10](Br)[C:11]2[C:16]([C:17]=1[OH:18])=[CH:15][CH:14]=[C:13]([S:19][CH:20]1[CH2:25][CH2:24][CH2:23][CH2:22][CH2:21]1)[CH:12]=2)=[O:7])[CH2:2][CH2:3][CH3:4].[C:27]([Cu])#[N:28].Cl. The catalyst is CN1C(=O)CCC1.C(Cl)Cl. The product is [CH2:1]([O:5][C:6]([C:8]1[N:9]=[C:10]([C:27]#[N:28])[C:11]2[C:16]([C:17]=1[OH:18])=[CH:15][CH:14]=[C:13]([S:19][CH:20]1[CH2:25][CH2:24][CH2:23][CH2:22][CH2:21]1)[CH:12]=2)=[O:7])[CH2:2][CH2:3][CH3:4]. The yield is 0.780. (6) The reactants are [Cl:1][C:2]1[CH:7]=[CH:6][C:5]([C:8]2[CH:13]=[CH:12][N:11]([C:14]3[CH:15]=[CH:16][C:17]4[C:18]5[CH2:27][N:26](C(OC(C)(C)C)=O)[CH2:25][CH2:24][C:19]=5[N:20]([CH3:23])[C:21]=4[CH:22]=3)[C:10](=[O:35])[CH:9]=2)=[CH:4][CH:3]=1.[ClH:36]. The catalyst is CO.CCOCC. The product is [ClH:1].[ClH:36].[Cl:1][C:2]1[CH:7]=[CH:6][C:5]([C:8]2[CH:13]=[CH:12][N:11]([C:14]3[CH:15]=[CH:16][C:17]4[C:18]5[CH2:27][NH:26][CH2:25][CH2:24][C:19]=5[N:20]([CH3:23])[C:21]=4[CH:22]=3)[C:10](=[O:35])[CH:9]=2)=[CH:4][CH:3]=1. The yield is 0.400. (7) The reactants are [Cl:1][C:2]1[CH:7]=[CH:6][C:5]([O:8][C:9]2[CH:14]=[CH:13][C:12]([CH2:15][N:16]([CH3:20])[C:17]([NH2:19])=[NH:18])=[CH:11][CH:10]=2)=[CH:4][C:3]=1[C:21]([F:24])([F:23])[F:22].[C:25]([O-:28])([O-])=[O:26].[Cs+].[Cs+].[OH:31]/[CH:32]=[C:33](/[CH2:38][C:39]1[CH:40]=[N:41][N:42]([CH3:44])[CH:43]=1)\[C:34](OC)=O. The yield is 0.151. The product is [F:22][C:21]([F:24])([F:23])[C:25]([OH:28])=[O:26].[Cl:1][C:2]1[CH:7]=[CH:6][C:5]([O:8][C:9]2[CH:14]=[CH:13][C:12]([CH2:15][N:16]([CH3:20])[C:17]3[NH:19][CH:34]=[C:33]([CH2:38][C:39]4[CH:40]=[N:41][N:42]([CH3:44])[CH:43]=4)[C:32](=[O:31])[N:18]=3)=[CH:11][CH:10]=2)=[CH:4][C:3]=1[C:21]([F:22])([F:23])[F:24]. The catalyst is CN1C(=O)CCC1.